This data is from Full USPTO retrosynthesis dataset with 1.9M reactions from patents (1976-2016). The task is: Predict the reactants needed to synthesize the given product. (1) Given the product [C:2]([NH:5][C:7]1[CH:12]=[C:11]([C:13]2[CH:18]=[CH:17][CH:16]=[C:15]([Cl:19])[C:14]=2[Cl:20])[N:10]=[C:9]([NH2:21])[N:8]=1)([CH3:4])([CH3:3])[CH3:1], predict the reactants needed to synthesize it. The reactants are: [CH3:1][C:2]([NH2:5])([CH3:4])[CH3:3].Cl[C:7]1[CH:12]=[C:11]([C:13]2[CH:18]=[CH:17][CH:16]=[C:15]([Cl:19])[C:14]=2[Cl:20])[N:10]=[C:9]([NH2:21])[N:8]=1. (2) The reactants are: [C:1]([O:5][C:6](=[O:26])[NH:7][C@H:8]1[CH2:13][CH2:12][C@H:11]([CH2:14][NH:15][C:16]2[C:21]([N+:22]([O-:24])=[O:23])=[CH:20][N:19]=[C:18](Cl)[N:17]=2)[CH2:10][CH2:9]1)([CH3:4])([CH3:3])[CH3:2].[C:27]1([CH:33]([NH2:41])[CH2:34][C:35]2[CH:40]=[CH:39][CH:38]=[CH:37][CH:36]=2)[CH:32]=[CH:31][CH:30]=[CH:29][CH:28]=1.CCOC(C)=O. Given the product [C:1]([O:5][C:6](=[O:26])[NH:7][CH:8]1[CH2:13][CH2:12][CH:11]([CH2:14][NH:15][C:16]2[C:21]([N+:22]([O-:24])=[O:23])=[CH:20][N:19]=[C:18]([NH:41][CH:33]([C:27]3[CH:32]=[CH:31][CH:30]=[CH:29][CH:28]=3)[CH2:34][C:35]3[CH:40]=[CH:39][CH:38]=[CH:37][CH:36]=3)[N:17]=2)[CH2:10][CH2:9]1)([CH3:4])([CH3:3])[CH3:2], predict the reactants needed to synthesize it. (3) Given the product [Si:49]([O:16][C@H:14]1[CH2:13][C:12]2([CH2:19][CH2:18][CH2:17]2)[CH2:11][C:10]2[N:9]=[C:8]([CH:20]([CH3:22])[CH3:21])[C:7]([C:23]([C:25]3[CH:30]=[CH:29][C:28]([C:31]([F:34])([F:32])[F:33])=[CH:27][CH:26]=3)=[O:24])=[C:6]([CH:1]3[CH2:2][CH2:3][CH2:4][CH2:5]3)[C:15]1=2)([C:52]([CH3:55])([CH3:54])[CH3:53])([CH3:51])[CH3:50], predict the reactants needed to synthesize it. The reactants are: [CH:1]1([C:6]2[C:15]3[C@@H:14]([OH:16])[CH2:13][C:12]4([CH2:19][CH2:18][CH2:17]4)[CH2:11][C:10]=3[N:9]=[C:8]([CH:20]([CH3:22])[CH3:21])[C:7]=2[C:23]([C:25]2[CH:30]=[CH:29][C:28]([C:31]([F:34])([F:33])[F:32])=[CH:27][CH:26]=2)=[O:24])[CH2:5][CH2:4][CH2:3][CH2:2]1.N1C(C)=CC=CC=1C.FC(F)(F)S(O[Si:49]([C:52]([CH3:55])([CH3:54])[CH3:53])([CH3:51])[CH3:50])(=O)=O.Cl. (4) Given the product [NH2:1][C:2]1[N:7]=[C:6]([NH:8][C@@H:9]([CH2:12][CH2:13][CH3:14])[CH2:10][OH:11])[C:5]([CH2:15][C:16]2[CH:24]=[CH:23][C:19]([CH2:20][OH:21])=[CH:18][C:17]=2[O:25][CH3:26])=[C:4]([CH3:27])[N:3]=1, predict the reactants needed to synthesize it. The reactants are: [NH2:1][C:2]1[N:7]=[C:6]([NH:8][C@@H:9]([CH2:12][CH2:13][CH3:14])[CH2:10][OH:11])[C:5]([CH2:15][C:16]2[CH:24]=[CH:23][C:19]([C:20](O)=[O:21])=[CH:18][C:17]=2[O:25][CH3:26])=[C:4]([CH3:27])[N:3]=1. (5) Given the product [CH2:1]([N:8]1[CH2:12][CH:11]([O:13][CH2:29][CH2:30][CH2:31][CH2:32][CH2:33][CH2:34][CH2:35][CH3:36])[CH:10]([O:14][CH2:48][CH2:49][CH2:50][CH2:51][CH2:52][CH2:53][CH2:54][CH2:55]/[CH:56]=[CH:57]\[CH2:58]/[CH:59]=[CH:60]\[CH2:61][CH2:62][CH2:63][CH2:64][CH3:65])[CH2:9]1)[C:2]1[CH:3]=[CH:4][CH:5]=[CH:6][CH:7]=1, predict the reactants needed to synthesize it. The reactants are: [CH2:1]([N:8]1[CH2:12][CH:11]([OH:13])[CH:10]([OH:14])[CH2:9]1)[C:2]1[CH:7]=[CH:6][CH:5]=[CH:4][CH:3]=1.C(N(CC)CC)C.[H-].[Na+].S(O[CH2:29][CH2:30][CH2:31][CH2:32][CH2:33][CH2:34][CH2:35][CH3:36])(=O)(=O)C.C([O-])([O-])=O.[K+].[K+].S(O[C:48](=O)[CH2:49][CH2:50][CH2:51][CH2:52][CH2:53][CH2:54][CH2:55]/[CH:56]=[CH:57]\[CH2:58]/[CH:59]=[CH:60]\[CH2:61][CH2:62][CH2:63][CH2:64][CH3:65])(=O)(=O)C. (6) Given the product [CH3:1][O:2][C:3](=[O:15])[C:4]1[CH:13]=[C:12]([F:14])[CH:11]=[C:6]([C:7]([OH:9])=[O:8])[CH:5]=1, predict the reactants needed to synthesize it. The reactants are: [CH3:1][O:2][C:3](=[O:15])[C:4]1[CH:13]=[C:12]([F:14])[CH:11]=[C:6]([C:7]([O:9]C)=[O:8])[CH:5]=1.[OH-].[Na+]. (7) Given the product [N:25]1[CH:30]=[CH:29][N:28]=[CH:27][C:26]=1[CH:31]([NH:33][C:17]([C:6]1[CH:7]=[C:8]([C:10]2[CH:11]=[CH:12][C:13]([CH3:16])=[CH:14][CH:15]=2)[CH:9]=[C:4]([N:3]([CH2:1][CH3:2])[C:20](=[O:24])[CH:21]([CH3:22])[CH3:23])[CH:5]=1)=[O:18])[CH3:32], predict the reactants needed to synthesize it. The reactants are: [CH2:1]([N:3]([C:20](=[O:24])[CH:21]([CH3:23])[CH3:22])[C:4]1[CH:5]=[C:6]([C:17](O)=[O:18])[CH:7]=[C:8]([C:10]2[CH:15]=[CH:14][C:13]([CH3:16])=[CH:12][CH:11]=2)[CH:9]=1)[CH3:2].[N:25]1[CH:30]=[CH:29][N:28]=[CH:27][C:26]=1[CH:31]([NH2:33])[CH3:32]. (8) Given the product [CH3:28][O:27][C:22]1[CH:23]=[C:24]2[C:19](=[CH:20][C:21]=1[O:29][CH3:30])[C:18]1([CH2:35][CH2:34][CH:33]([C:36]([N:38]3[CH2:39][CH2:40][N:41]([C:44]4[CH:49]=[CH:48][N:47]=[C:46]([CH2:50][OH:51])[CH:45]=4)[CH2:42][CH2:43]3)=[O:37])[CH2:32][CH:31]1[CH:54]1[C:63]3[C:58](=[CH:59][C:60]([O:66][CH3:67])=[C:61]([O:64][CH3:65])[CH:62]=3)[CH2:57][CH2:56][N:55]1[CH2:68][CH3:69])[NH:17][CH2:26][CH2:25]2, predict the reactants needed to synthesize it. The reactants are: C(OC(N(CCC([N:17]1[CH2:26][CH2:25][C:24]2[C:19](=[CH:20][C:21]([O:29][CH3:30])=[C:22]([O:27][CH3:28])[CH:23]=2)[C:18]21[CH2:35][CH2:34][CH:33]([C:36]([N:38]1[CH2:43][CH2:42][N:41]([C:44]3[CH:49]=[CH:48][N:47]=[C:46]([C:50](OC)=[O:51])[CH:45]=3)[CH2:40][CH2:39]1)=[O:37])[CH2:32][CH:31]2[CH:54]1[C:63]2[C:58](=[CH:59][C:60]([O:66][CH3:67])=[C:61]([O:64][CH3:65])[CH:62]=2)[CH2:57][CH2:56][N:55]1[CH2:68][CH3:69])=O)C)=O)C1C=CC=CC=1.[BH4-].[Ca+2].[BH4-].[Cl-].[Ca+2].[Cl-].[BH4-].[Na+]. (9) Given the product [NH2:1][C:2]1[C:7]([CH3:8])=[CH:6][C:5]2[N:20]=[C:19]3[C:28]([N:9]([CH2:10][CH:11]([OH:18])[CH:12]([OH:17])[CH:13]([OH:16])[CH2:14][OH:15])[C:4]=2[CH:3]=1)=[N:27][C:25](=[O:26])[NH:24][C:22]3=[O:23], predict the reactants needed to synthesize it. The reactants are: [NH2:1][C:2]1[CH:3]=[C:4]([NH:9][CH2:10][CH:11]([OH:18])[CH:12]([OH:17])[CH:13]([OH:16])[CH2:14][OH:15])[CH:5]=[CH:6][C:7]=1[CH3:8].[C:19]1([C:28](=O)[NH:27][C:25](=[O:26])[NH:24][C:22]1=[O:23])=[N:20]O.O. (10) Given the product [CH:41]1([NH:42][C:30](=[O:32])[CH2:29][CH:26]2[S:25][C:24]([C:15]3[NH:16][C:17]4[C:13]([CH:14]=3)=[CH:12][C:11]([O:10][C:7]3[CH:8]=[N:9][C:4]([CH2:3][O:2][CH3:1])=[CH:5][CH:6]=3)=[CH:19][C:18]=4[O:20][CH:21]([CH3:23])[CH3:22])=[N:28][CH2:27]2)[CH2:39][CH2:40]1, predict the reactants needed to synthesize it. The reactants are: [CH3:1][O:2][CH2:3][C:4]1[N:9]=[CH:8][C:7]([O:10][C:11]2[CH:12]=[C:13]3[C:17](=[C:18]([O:20][CH:21]([CH3:23])[CH3:22])[CH:19]=2)[NH:16][C:15]([C:24]2[S:25][CH:26]([CH2:29][C:30]([OH:32])=O)[CH2:27][N:28]=2)=[CH:14]3)=[CH:6][CH:5]=1.Cl.C(N=C=N[CH2:39][CH2:40][CH2:41][N:42](C)C)C.ON1C2C=CC=CC=2N=N1.C1(N)CC1.